From a dataset of Forward reaction prediction with 1.9M reactions from USPTO patents (1976-2016). Predict the product of the given reaction. (1) Given the reactants [CH2:1]([O:5][CH2:6][CH2:7][O:8][C:9]1[CH:14]=[CH:13][C:12]([C:15]2[CH:16]=[CH:17][C:18]3[N:24]([CH2:25][CH2:26][CH3:27])[CH2:23][CH2:22][C:21]([C:28]([NH:30][C:31]4[CH:32]=[N:33][C:34]([S:37][CH2:38][C:39]5[N:43]([CH2:44][CH2:45][CH3:46])[CH:42]=[N:41][CH:40]=5)=[CH:35][CH:36]=4)=[O:29])=[CH:20][C:19]=3[CH:47]=2)=[CH:11][CH:10]=1)[CH2:2][CH2:3][CH3:4].ClC1C=CC=C(C(OO)=[O:56])C=1.S([O-])([O-])(=O)=S.[Na+].[Na+], predict the reaction product. The product is: [CH2:1]([O:5][CH2:6][CH2:7][O:8][C:9]1[CH:14]=[CH:13][C:12]([C:15]2[CH:16]=[CH:17][C:18]3[N:24]([CH2:25][CH2:26][CH3:27])[CH2:23][CH2:22][C:21]([C:28]([NH:30][C:31]4[CH:32]=[N:33][C:34]([S:37]([CH2:38][C:39]5[N:43]([CH2:44][CH2:45][CH3:46])[CH:42]=[N:41][CH:40]=5)=[O:56])=[CH:35][CH:36]=4)=[O:29])=[CH:20][C:19]=3[CH:47]=2)=[CH:11][CH:10]=1)[CH2:2][CH2:3][CH3:4]. (2) Given the reactants Cl[C:2]1[C:7]([N+:8]([O-])=O)=[CH:6][N:5]=[CH:4][C:3]=1[CH3:11].ClC1C=C[N:16]=CC=1[N+]([O-])=O.[F:22][C:23]1[CH:29]=[CH:28][C:26]([NH2:27])=[CH:25][CH:24]=1.NC1C=CC=CN=1, predict the reaction product. The product is: [F:22][C:23]1[CH:29]=[CH:28][C:26]([N:27]2[C:2]3[C:3]([CH3:11])=[CH:4][N:5]=[CH:6][C:7]=3[N:8]=[N:16]2)=[CH:25][CH:24]=1. (3) The product is: [Br:1][C:2]1[CH:3]=[C:4]2[C:9](=[CH:10][CH:11]=1)[N:8]([CH3:24])[C:7](=[O:12])[C:6]([C:13]1[NH:14][CH:15]=[N:16][CH:17]=1)=[C:5]2[C:18]1[CH:23]=[CH:22][CH:21]=[CH:20][CH:19]=1. Given the reactants [Br:1][C:2]1[CH:3]=[C:4]2[C:9](=[CH:10][CH:11]=1)[NH:8][C:7](=[O:12])[C:6]([C:13]1[NH:14][CH:15]=[N:16][CH:17]=1)=[C:5]2[C:18]1[CH:23]=[CH:22][CH:21]=[CH:20][CH:19]=1.[C:24]([O-])([O-])=O.[K+].[K+].CI, predict the reaction product. (4) Given the reactants [Br:1][C:2]1[C:3]([OH:22])=[C:4]([C:9]([CH2:12][S:13][C:14]2C=CC=C[C:15]=2[O:20]C)=[CH:10][CH:11]=1)[C:5]([O:7][CH3:8])=[O:6].Br[C:24]1C(OC)=C(C(CBr)=CC=1)C(OC)=O, predict the reaction product. The product is: [Br:1][C:2]1[C:3]([O:22][CH3:24])=[C:4]([C:9]([CH2:12][S:13][CH2:14][CH2:15][OH:20])=[CH:10][CH:11]=1)[C:5]([O:7][CH3:8])=[O:6].